From a dataset of NCI-60 drug combinations with 297,098 pairs across 59 cell lines. Regression. Given two drug SMILES strings and cell line genomic features, predict the synergy score measuring deviation from expected non-interaction effect. Synergy scores: CSS=37.0, Synergy_ZIP=-1.15, Synergy_Bliss=2.21, Synergy_Loewe=-19.9, Synergy_HSA=2.40. Drug 1: CC1C(C(CC(O1)OC2CC(CC3=C2C(=C4C(=C3O)C(=O)C5=C(C4=O)C(=CC=C5)OC)O)(C(=O)C)O)N)O.Cl. Cell line: K-562. Drug 2: CC1=CC=C(C=C1)C2=CC(=NN2C3=CC=C(C=C3)S(=O)(=O)N)C(F)(F)F.